This data is from Catalyst prediction with 721,799 reactions and 888 catalyst types from USPTO. The task is: Predict which catalyst facilitates the given reaction. (1) Reactant: [Cl:1][C:2]1[CH:3]=[C:4]([CH:9]2[CH2:13][CH2:12][N:11]([C:14]3[CH:19]=[CH:18][C:17]([O:20][CH3:21])=[C:16]([O:22][CH2:23][CH2:24][N:25]4[CH2:30][CH2:29][CH:28]([CH3:31])[CH2:27][CH2:26]4)[CH:15]=3)[C:10]2=[O:32])[CH:5]=[CH:6][C:7]=1[Cl:8].C([O:37][K])(C)(C)C.C([O-])(O)=O.[Na+]. Product: [Cl:1][C:2]1[CH:3]=[C:4]([C:9]2([OH:37])[CH2:13][CH2:12][N:11]([C:14]3[CH:19]=[CH:18][C:17]([O:20][CH3:21])=[C:16]([O:22][CH2:23][CH2:24][N:25]4[CH2:26][CH2:27][CH:28]([CH3:31])[CH2:29][CH2:30]4)[CH:15]=3)[C:10]2=[O:32])[CH:5]=[CH:6][C:7]=1[Cl:8]. The catalyst class is: 3. (2) Reactant: [NH:1]1[C:9]2[C:4](=[CH:5][CH:6]=[CH:7][CH:8]=2)[C:3]([CH:10]=[CH:11][C:12]2[CH:17]=[C:16]([N:18]3[CH2:23][CH2:22][N:21]([CH3:24])[CH2:20][CH2:19]3)[CH:15]=[CH:14][C:13]=2[NH2:25])=[N:2]1.C(N(CC)CC)C.[CH3:33][C:34]1[CH:38]=[CH:37][S:36][C:35]=1[C:39](Cl)=[O:40].C(=O)([O-])O.[Na+]. Product: [NH:1]1[C:9]2[C:4](=[CH:5][CH:6]=[CH:7][CH:8]=2)[C:3](/[CH:10]=[CH:11]/[C:12]2[CH:17]=[C:16]([N:18]3[CH2:19][CH2:20][N:21]([CH3:24])[CH2:22][CH2:23]3)[CH:15]=[CH:14][C:13]=2[NH:25][C:39]([C:35]2[S:36][CH:37]=[CH:38][C:34]=2[CH3:33])=[O:40])=[N:2]1. The catalyst class is: 1.